From a dataset of Reaction yield outcomes from USPTO patents with 853,638 reactions. Predict the reaction yield, written as a fraction of the theoretical maximum amount of product (1.0 means a 100% yield; for example, 0.34 means a 34% yield). (1) The reactants are FC(F)(F)C(O)=O.[NH2:8][CH2:9][CH2:10][C:11]1[CH:16]=[CH:15][C:14]([C:17]2[S:21](=[O:23])(=[O:22])[NH:20][C:19](=[O:24])[CH:18]=2)=[CH:13][CH:12]=1.C(N(CC)CC)C.[C:32](Cl)(=[O:39])[C:33]1[CH:38]=[CH:37][CH:36]=[CH:35][CH:34]=1.CN(C=O)C. The catalyst is C(Cl)Cl. The product is [O:22]=[S:21]1(=[O:23])[C:17]([C:14]2[CH:15]=[CH:16][C:11]([CH2:10][CH2:9][NH:8][C:32](=[O:39])[C:33]3[CH:38]=[CH:37][CH:36]=[CH:35][CH:34]=3)=[CH:12][CH:13]=2)=[CH:18][C:19](=[O:24])[NH:20]1. The yield is 0.290. (2) The reactants are [N:1]1([C:7]([C:9]2[CH:10]=[CH:11][C:12]([O:15][C:16]3[CH:23]=[CH:22][C:19]([CH:20]=O)=[CH:18][CH:17]=3)=[N:13][CH:14]=2)=[O:8])[CH2:6][CH2:5][CH2:4][CH2:3][CH2:2]1.COC(OC)OC.[CH2:31]([NH2:39])[CH2:32][C:33]1[CH:38]=[CH:37][CH:36]=[CH:35][CH:34]=1.[BH4-].[Na+]. The catalyst is CO. The product is [CH2:31]([NH:39][CH2:20][C:19]1[CH:22]=[CH:23][C:16]([O:15][C:12]2[N:13]=[CH:14][C:9]([C:7]([N:1]3[CH2:6][CH2:5][CH2:4][CH2:3][CH2:2]3)=[O:8])=[CH:10][CH:11]=2)=[CH:17][CH:18]=1)[CH2:32][C:33]1[CH:38]=[CH:37][CH:36]=[CH:35][CH:34]=1. The yield is 0.750. (3) The reactants are [CH3:1][O:2][C:3]1[CH:8]=[C:7]([O:9][CH3:10])[CH:6]=[CH:5][C:4]=1[CH2:11][NH2:12].[Cl:13][C:14]1[C:19]2[C:20](=[O:24])[O:21][CH:22](O)[C:18]=2[C:17]([F:25])=[C:16]([Cl:26])[N:15]=1. The catalyst is CO. The product is [Cl:13][C:14]1[N:15]=[C:16]([Cl:26])[C:17]([F:25])=[C:18](/[CH:22]=[N:12]/[CH2:11][C:4]2[CH:5]=[CH:6][C:7]([O:9][CH3:10])=[CH:8][C:3]=2[O:2][CH3:1])[C:19]=1[C:20]([OH:24])=[O:21]. The yield is 0.820. (4) The reactants are [NH2:1][C:2]1[CH:18]=[CH:17][C:16]([NH:19][C:20](=[O:30])[CH2:21][O:22][CH2:23][C:24]2[CH:29]=[CH:28][CH:27]=[CH:26][CH:25]=2)=[CH:15][C:3]=1[C:4]([NH:6][CH:7]1[CH2:12][CH2:11][C:10](=[O:13])[NH:9][C:8]1=[O:14])=[O:5].C(OC)(OC)OC.[C:38]1(C)C=CC(S(O)(=O)=O)=C[CH:39]=1.O. The catalyst is CCOCC. The product is [CH2:23]([O:22][CH2:21][C:20]([NH:19][C:16]1[CH:15]=[C:3]2[C:2](=[CH:18][CH:17]=1)[N:1]=[C:38]([CH3:39])[N:6]([CH:7]1[CH2:12][CH2:11][C:10](=[O:13])[NH:9][C:8]1=[O:14])[C:4]2=[O:5])=[O:30])[C:24]1[CH:25]=[CH:26][CH:27]=[CH:28][CH:29]=1. The yield is 0.720. (5) The reactants are [CH2:1]([C:3]1[N:7]([C:8]2[N:16]=[C:15]3[C:11]([N:12]=[C:13]([C:18]4([F:22])[CH2:21][NH:20][CH2:19]4)[N:14]3[CH3:17])=[C:10]([N:23]3[CH2:28][CH2:27][O:26][CH2:25][CH2:24]3)[N:9]=2)[C:6]2[CH:29]=[CH:30][CH:31]=[CH:32][C:5]=2[N:4]=1)[CH3:2].[CH3:33][C:34]1([CH3:37])[CH2:36][O:35]1. No catalyst specified. The product is [CH2:1]([C:3]1[N:7]([C:8]2[N:16]=[C:15]3[C:11]([N:12]=[C:13]([C:18]4([F:22])[CH2:21][N:20]([CH2:33][C:34]([CH3:37])([OH:35])[CH3:36])[CH2:19]4)[N:14]3[CH3:17])=[C:10]([N:23]3[CH2:28][CH2:27][O:26][CH2:25][CH2:24]3)[N:9]=2)[C:6]2[CH:29]=[CH:30][CH:31]=[CH:32][C:5]=2[N:4]=1)[CH3:2]. The yield is 0.210. (6) The reactants are Cl[C:2]1[CH:3]=[CH:4][C:5]2[C:6](=[N:8][N:9]([CH3:11])[CH:10]=2)[N:7]=1.[CH2:12]1[C:21]2[C:16](=[CH:17][CH:18]=[CH:19][CH:20]=2)[CH2:15][CH2:14][N:13]1[CH2:22][CH:23]([OH:41])[CH2:24][O:25][C:26]1[CH:31]=[CH:30][CH:29]=[C:28](B2OC(C)(C)C(C)(C)O2)[CH:27]=1.C([O-])([O-])=O.[K+].[K+]. The catalyst is O1CCOCC1.O.C1C=CC(P(C2C=CC=CC=2)[C-]2C=CC=C2)=CC=1.C1C=CC(P(C2C=CC=CC=2)[C-]2C=CC=C2)=CC=1.Cl[Pd]Cl.[Fe+2]. The product is [CH2:12]1[C:21]2[C:16](=[CH:17][CH:18]=[CH:19][CH:20]=2)[CH2:15][CH2:14][N:13]1[CH2:22][CH:23]([OH:41])[CH2:24][O:25][C:26]1[CH:31]=[CH:30][CH:29]=[C:28]([C:2]2[CH:3]=[CH:4][C:5]3[C:6](=[N:8][N:9]([CH3:11])[CH:10]=3)[N:7]=2)[CH:27]=1. The yield is 0.0240.